Dataset: NCI-60 drug combinations with 297,098 pairs across 59 cell lines. Task: Regression. Given two drug SMILES strings and cell line genomic features, predict the synergy score measuring deviation from expected non-interaction effect. (1) Drug 1: C1=C(C(=O)NC(=O)N1)F. Drug 2: C1=CC(=C(C=C1I)F)NC2=C(C=CC(=C2F)F)C(=O)NOCC(CO)O. Cell line: NCI-H460. Synergy scores: CSS=42.0, Synergy_ZIP=0.0949, Synergy_Bliss=-0.312, Synergy_Loewe=4.79, Synergy_HSA=5.75. (2) Drug 1: CN(C)C1=NC(=NC(=N1)N(C)C)N(C)C. Drug 2: C1CC(=O)NC(=O)C1N2C(=O)C3=CC=CC=C3C2=O. Cell line: LOX IMVI. Synergy scores: CSS=1.94, Synergy_ZIP=-1.31, Synergy_Bliss=-0.466, Synergy_Loewe=-1.27, Synergy_HSA=-1.27. (3) Cell line: NCIH23. Drug 1: CC12CCC(CC1=CCC3C2CCC4(C3CC=C4C5=CN=CC=C5)C)O. Drug 2: C1=CC(=C2C(=C1NCCNCCO)C(=O)C3=C(C=CC(=C3C2=O)O)O)NCCNCCO. Synergy scores: CSS=62.3, Synergy_ZIP=6.82, Synergy_Bliss=6.57, Synergy_Loewe=-13.8, Synergy_HSA=7.46. (4) Drug 1: CS(=O)(=O)C1=CC(=C(C=C1)C(=O)NC2=CC(=C(C=C2)Cl)C3=CC=CC=N3)Cl. Drug 2: C1CC(=O)NC(=O)C1N2CC3=C(C2=O)C=CC=C3N. Cell line: SK-MEL-28. Synergy scores: CSS=2.28, Synergy_ZIP=3.33, Synergy_Bliss=6.96, Synergy_Loewe=0.928, Synergy_HSA=0.323.